From a dataset of Forward reaction prediction with 1.9M reactions from USPTO patents (1976-2016). Predict the product of the given reaction. (1) Given the reactants [Si]([O:8][C:9]1[C:10]([F:49])=[C:11]([CH:17]([C:19]2[N:20]([C:30]([C:43]3[CH:48]=[CH:47][CH:46]=[CH:45][CH:44]=3)([C:37]3[CH:42]=[CH:41][CH:40]=[CH:39][CH:38]=3)[C:31]3[CH:36]=[CH:35][CH:34]=[CH:33][CH:32]=3)[CH:21]=[C:22]([C:24]3[CH:29]=[CH:28][CH:27]=[CH:26][CH:25]=3)[N:23]=2)[OH:18])[CH:12]=[C:13]([CH2:15][CH3:16])[CH:14]=1)(C(C)(C)C)(C)C.CCCC[N+](CCCC)(CCCC)CCCC.[F-], predict the reaction product. The product is: [CH2:15]([C:13]1[CH:12]=[C:11]([CH:17]([OH:18])[C:19]2[N:20]([C:30]([C:43]3[CH:44]=[CH:45][CH:46]=[CH:47][CH:48]=3)([C:37]3[CH:38]=[CH:39][CH:40]=[CH:41][CH:42]=3)[C:31]3[CH:36]=[CH:35][CH:34]=[CH:33][CH:32]=3)[CH:21]=[C:22]([C:24]3[CH:29]=[CH:28][CH:27]=[CH:26][CH:25]=3)[N:23]=2)[C:10]([F:49])=[C:9]([OH:8])[CH:14]=1)[CH3:16]. (2) Given the reactants Br[C:2]1[CH:9]=[CH:8][C:5]([C:6]#[N:7])=[CH:4][CH:3]=1.Cl.[CH3:11][N:12](C)[OH:13].[C:15]([O-])([O-])=O.[Cs+].[Cs+], predict the reaction product. The product is: [CH3:15][O:13][N:12]([CH3:11])[C:2]1[CH:9]=[CH:8][C:5]([C:6]#[N:7])=[CH:4][CH:3]=1. (3) Given the reactants COC1C=CC(C[NH:8][C:9]2[C:14]([C:15]([NH:17][C:18]3[CH:23]=[CH:22][CH:21]=[C:20]([O:24][CH3:25])[CH:19]=3)=[O:16])=[C:13]([NH:26][C@H:27]([C:29]3[N:34]([C:35]4[CH:40]=[CH:39][CH:38]=[CH:37][CH:36]=4)[C:33](=[O:41])[C:32]4=[C:42]([CH3:45])[CH:43]=[CH:44][N:31]4[N:30]=3)[CH3:28])[N:12]=[CH:11][N:10]=2)=CC=1, predict the reaction product. The product is: [NH2:8][C:9]1[C:14]([C:15]([NH:17][C:18]2[CH:23]=[CH:22][CH:21]=[C:20]([O:24][CH3:25])[CH:19]=2)=[O:16])=[C:13]([NH:26][C@H:27]([C:29]2[N:34]([C:35]3[CH:36]=[CH:37][CH:38]=[CH:39][CH:40]=3)[C:33](=[O:41])[C:32]3=[C:42]([CH3:45])[CH:43]=[CH:44][N:31]3[N:30]=2)[CH3:28])[N:12]=[CH:11][N:10]=1. (4) The product is: [C:42]([N:26]([CH2:27][C:28]1[CH:33]=[C:32]([C:34]([F:35])([F:36])[F:37])[CH:31]=[C:30]([C:38]([F:39])([F:40])[F:41])[CH:29]=1)[CH:22]1[CH2:23][CH2:24][CH2:25][N:19]([C:17]([O:16][CH:13]([CH3:15])[CH3:14])=[O:18])[C:20]2[C:48]([CH3:2])=[CH:47][CH:46]=[CH:45][C:21]1=2)(=[O:44])[CH3:43]. Given the reactants N[C:2]1C(C)=CC=CC=1C(OC)=O.[CH:13]([O:16][C:17]([N:19]1[CH2:25][CH2:24][CH2:23][CH:22]([N:26]([C:42](=[O:44])[CH3:43])[CH2:27][C:28]2[CH:33]=[C:32]([C:34]([F:37])([F:36])[F:35])[CH:31]=[C:30]([C:38]([F:41])([F:40])[F:39])[CH:29]=2)[C:21]2[CH:45]=[CH:46][CH:47]=[CH:48][C:20]1=2)=[O:18])([CH3:15])[CH3:14], predict the reaction product. (5) Given the reactants [Cl:1][C:2]1[C:7]([O:8][CH3:9])=[CH:6][CH:5]=[CH:4][C:3]=1[C@@H:10]1[C:16]2[CH:17]=[C:18]([CH3:21])[CH:19]=[CH:20][C:15]=2[N:14]2[C:22]([C:25]([F:28])([F:27])[F:26])=[N:23][N:24]=[C:13]2[C@@H:12]([CH2:29][C:30]([O:32]CC)=[O:31])[O:11]1.Cl, predict the reaction product. The product is: [Cl:1][C:2]1[C:7]([O:8][CH3:9])=[CH:6][CH:5]=[CH:4][C:3]=1[C@@H:10]1[C:16]2[CH:17]=[C:18]([CH3:21])[CH:19]=[CH:20][C:15]=2[N:14]2[C:22]([C:25]([F:28])([F:26])[F:27])=[N:23][N:24]=[C:13]2[C@@H:12]([CH2:29][C:30]([OH:32])=[O:31])[O:11]1.